This data is from Forward reaction prediction with 1.9M reactions from USPTO patents (1976-2016). The task is: Predict the product of the given reaction. (1) Given the reactants [CH3:1][CH:2]1[C:10]2[C:5](=[CH:6][CH:7]=[C:8]([CH:11]=[O:12])[CH:9]=2)[C:4](=[O:13])[O:3]1.[CH2:14](O)[CH2:15][OH:16].C1(C)C=CC(S(O)(=O)=O)=CC=1, predict the reaction product. The product is: [O:12]1[CH2:14][CH2:15][O:16][CH:11]1[C:8]1[CH:9]=[C:10]2[C:5](=[CH:6][CH:7]=1)[C:4](=[O:13])[O:3][CH:2]2[CH3:1]. (2) Given the reactants Cl.[Cl:2][C:3]1[CH:8]=[CH:7][CH:6]=[C:5]([F:9])[C:4]=1[NH:10][NH2:11].C(O[CH:15]=[C:16]([C:19]#[N:20])[C:17]#[N:18])C, predict the reaction product. The product is: [NH2:20][C:19]1[N:10]([C:4]2[C:5]([F:9])=[CH:6][CH:7]=[CH:8][C:3]=2[Cl:2])[N:11]=[CH:15][C:16]=1[C:17]#[N:18]. (3) The product is: [CH2:1]([O:8][C:9]1[CH:18]=[C:17]([O:19][CH2:20][C:21]2[CH:26]=[CH:25][CH:24]=[CH:23][CH:22]=2)[C:16]([Br:27])=[CH:15][C:10]=1[C:11]([OH:13])=[O:12])[C:2]1[CH:3]=[CH:4][CH:5]=[CH:6][CH:7]=1. Given the reactants [CH2:1]([O:8][C:9]1[CH:18]=[C:17]([O:19][CH2:20][C:21]2[CH:26]=[CH:25][CH:24]=[CH:23][CH:22]=2)[C:16]([Br:27])=[CH:15][C:10]=1[C:11]([O:13]C)=[O:12])[C:2]1[CH:7]=[CH:6][CH:5]=[CH:4][CH:3]=1.[OH-].[Na+].Cl, predict the reaction product. (4) Given the reactants [CH2:1]([C:4]([N:23]=C(C1C=CC=CC=1)C1C=CC=CC=1)([CH2:10][CH2:11][CH2:12][CH2:13][B:14]1[O:18][C:17]([CH3:20])([CH3:19])[C:16]([CH3:22])([CH3:21])[O:15]1)[C:5]([O:7][CH2:8][CH3:9])=[O:6])[CH:2]=[CH2:3].Cl, predict the reaction product. The product is: [CH2:1]([C:4]([NH2:23])([CH2:10][CH2:11][CH2:12][CH2:13][B:14]1[O:15][C:16]([CH3:22])([CH3:21])[C:17]([CH3:20])([CH3:19])[O:18]1)[C:5]([O:7][CH2:8][CH3:9])=[O:6])[CH:2]=[CH2:3]. (5) Given the reactants [CH2:1]1[CH2:14][O:13][C:8]23[O:9][CH2:10][CH2:11][O:12][C:3]2([C@:4]2([CH2:27][CH2:26][C@H:25]4[C@@H:15]([C:16](=[O:28])[CH:17]=[C:18]5[C@:23]4([CH3:24])[CH2:22][CH2:21][CH2:20][CH2:19]5)[C@@H:6]2[CH2:7]3)[CH3:5])[O:2]1.C(O[C@H]1CC[C@@]2(C)C(CC(=O)[C@@H]3[C@@H]2CC[C@@]2(C)[C@H]3CCC2=O)C1)(=O)C, predict the reaction product. The product is: [CH2:11]1[CH2:10][O:9][C:8]23[O:13][CH2:14][CH2:1][O:2][C:3]2([C@:4]2([CH2:27][CH2:26][C@H:25]4[C@@H:15]([C:16](=[O:28])[CH2:17][CH:18]5[C@:23]4([CH3:24])[CH2:22][CH2:21][CH2:20][CH2:19]5)[C@@H:6]2[CH2:7]3)[CH3:5])[O:12]1. (6) Given the reactants [Cl:1][C:2]1[CH:7]=[CH:6][CH:5]=[CH:4][C:3]=1[CH2:8][CH2:9][C@@H:10]1[NH:15][CH2:14][CH2:13][N:12]([C:16]2[C:25]3[CH:24]=[C:23]([CH3:26])[S:22][C:21]=3[NH:20][C:19]3[CH:27]=[CH:28][CH:29]=[CH:30][C:18]=3[N:17]=2)[CH2:11]1.C=O.[C:33](O[BH-](OC(=O)C)OC(=O)C)(=O)C.[Na+], predict the reaction product. The product is: [Cl:1][C:2]1[CH:7]=[CH:6][CH:5]=[CH:4][C:3]=1[CH2:8][CH2:9][C@@H:10]1[N:15]([CH3:33])[CH2:14][CH2:13][N:12]([C:16]2[C:25]3[CH:24]=[C:23]([CH3:26])[S:22][C:21]=3[NH:20][C:19]3[CH:27]=[CH:28][CH:29]=[CH:30][C:18]=3[N:17]=2)[CH2:11]1.